Task: Predict the product of the given reaction.. Dataset: Forward reaction prediction with 1.9M reactions from USPTO patents (1976-2016) (1) Given the reactants C(OC([N:6]1[CH:15]=[C:14]([CH:16]=[O:17])[C:13]2[C:8](=[CH:9][C:10]([O:24][CH3:25])=[C:11]([O:18][CH:19]3[CH2:23][CH2:22][CH2:21][CH2:20]3)[CH:12]=2)[CH:7]1[CH2:26][C:27]1[CH:32]=[CH:31][CH:30]=[C:29]([O:33][CH3:34])[CH:28]=1)=O)C.[OH-].[K+], predict the reaction product. The product is: [CH:19]1([O:18][C:11]2[CH:12]=[C:13]3[C:8](=[CH:9][C:10]=2[O:24][CH3:25])[CH:7]([CH2:26][C:27]2[CH:32]=[CH:31][CH:30]=[C:29]([O:33][CH3:34])[CH:28]=2)[NH:6][CH:15]=[C:14]3[CH:16]=[O:17])[CH2:23][CH2:22][CH2:21][CH2:20]1. (2) Given the reactants [CH2:1]([N:8]([CH2:15][C:16](=[CH2:22])[C:17]([O:19][CH2:20][CH3:21])=[O:18])[C:9]([CH3:14])([CH2:11]C=C)[CH3:10])[C:2]1[CH:7]=[CH:6][CH:5]=[CH:4][CH:3]=1.O.C1(C)C=CC(S(O)(=O)=O)=CC=1, predict the reaction product. The product is: [CH2:1]([N:8]1[C:9]([CH3:10])([CH3:11])[CH2:14][CH:22]=[C:16]([C:17]([O:19][CH2:20][CH3:21])=[O:18])[CH2:15]1)[C:2]1[CH:3]=[CH:4][CH:5]=[CH:6][CH:7]=1. (3) Given the reactants [S:1]1[C:5]2[CH:6]=[CH:7][CH:8]=[CH:9][C:4]=2[C:3]([N:10]2[CH2:15][CH2:14][N:13]([CH2:16][C@H:17]3[CH2:21][CH2:20][CH2:19][C@@H:18]3[CH2:22][NH2:23])[CH2:12][CH2:11]2)=[N:2]1.C(N(CC)CC)C.[CH2:31](Cl)[C:32]1[CH:40]=[CH:39][C:38]2[O:37][CH2:36][O:35][C:34]=2[CH:33]=1.C(=O)(O)[O-:43].[Na+], predict the reaction product. The product is: [S:1]1[C:5]2[CH:6]=[CH:7][CH:8]=[CH:9][C:4]=2[C:3]([N:10]2[CH2:11][CH2:12][N:13]([CH2:16][C@H:17]3[CH2:21][CH2:20][CH2:19][C@@H:18]3[CH2:22][NH:23][C:31]([C:32]3[CH:40]=[CH:39][C:38]4[O:37][CH2:36][O:35][C:34]=4[CH:33]=3)=[O:43])[CH2:14][CH2:15]2)=[N:2]1. (4) Given the reactants CC1(C)C(C)(C)OB([C:9]2[CH:17]=[C:16]([C:18]([F:21])([F:20])[F:19])[CH:15]=[C:14]3[C:10]=2[CH:11]=[N:12][NH:13]3)O1.Br[C:24]1[C:25]([CH3:31])=[N:26][CH:27]=[CH:28][C:29]=1[NH2:30].[C:32]([O-:35])(O)=[O:33].[Na+], predict the reaction product. The product is: [C:32]([OH:35])([C:18]([F:21])([F:20])[F:19])=[O:33].[CH3:31][C:25]1[C:24]([C:9]2[CH:17]=[C:16]([C:18]([F:19])([F:20])[F:21])[CH:15]=[C:14]3[C:10]=2[CH:11]=[N:12][NH:13]3)=[C:29]([NH2:30])[CH:28]=[CH:27][N:26]=1. (5) The product is: [CH3:27][C:20]1[C:19]([C:17](=[O:18])[CH2:16][O:8][CH2:7][CH2:6][N:1]2[CH2:5][CH2:4][CH2:3][CH2:2]2)=[C:23]([CH3:24])[NH:22][C:21]=1[CH:25]=[O:26]. Given the reactants [N:1]1([CH2:6][CH2:7][OH:8])[CH2:5][CH2:4][CH2:3][CH2:2]1.CC([O-])(C)C.[K+].Cl[CH2:16][C:17]([C:19]1[C:20]([CH3:27])=[C:21]([CH:25]=[O:26])[NH:22][C:23]=1[CH3:24])=[O:18], predict the reaction product. (6) The product is: [Cl:8][C:6]1[CH:5]=[C:4]([N:10]2[CH2:14][CH2:13][CH2:12][CH2:11]2)[N:3]=[C:2]([N:15]2[CH2:17][CH2:18][CH2:19][CH2:20]2)[N:7]=1. Given the reactants Cl[C:2]1[N:7]=[C:6]([Cl:8])[CH:5]=[C:4](Cl)[N:3]=1.[NH:10]1[CH2:14][CH2:13][CH2:12][CH2:11]1.[N:15]1[CH:20]=[CH:19][CH:18]=[CH:17]C=1.O, predict the reaction product. (7) Given the reactants [C:1]([O:5][C:6]1[CH:22]=[CH:21][C:9]([O:10][CH2:11][CH2:12][O:13][Si](C(C)(C)C)(C)C)=[CH:8][CH:7]=1)([CH3:4])([CH3:3])[CH3:2].CCCC[N+](CCCC)(CCCC)CCCC.[F-], predict the reaction product. The product is: [C:1]([O:5][C:6]1[CH:22]=[CH:21][C:9]([O:10][CH2:11][CH2:12][OH:13])=[CH:8][CH:7]=1)([CH3:4])([CH3:2])[CH3:3]. (8) Given the reactants [NH:1]1[CH2:6][CH2:5][NH:4][CH2:3][CH2:2]1.CS(O)(=O)=O.[CH:12]([Si:15]([CH:20]([CH3:22])[CH3:21])([CH:17]([CH3:19])[CH3:18])Cl)([CH3:14])[CH3:13].[OH-].[Na+], predict the reaction product. The product is: [CH:12]([Si:15]([CH:20]([CH3:22])[CH3:21])([CH:17]([CH3:19])[CH3:18])[N:1]1[CH2:6][CH2:5][NH:4][CH2:3][CH2:2]1)([CH3:14])[CH3:13]. (9) Given the reactants FC(F)(F)S(O[C:7]1[CH:15]=[CH:14][CH:13]=[C:12]2[C:8]=1[CH:9]=[C:10]([CH3:16])[NH:11]2)(=O)=O.B1(B2OC(C)(C)C(C)(C)O2)OC(C)(C)C(C)(C)O1.C([O-])(=O)C.[K+].Cl[C:43]1[N:48]=[C:47]([N:49]2[CH2:54][CH2:53][O:52][CH2:51][CH2:50]2)[CH:46]=[C:45]([C:55]2([S:58]([CH3:61])(=[O:60])=[O:59])[CH2:57][CH2:56]2)[N:44]=1.C(=O)([O-])[O-].[Na+].[Na+], predict the reaction product. The product is: [CH3:16][C:10]1[NH:11][C:12]2[C:8]([CH:9]=1)=[C:7]([C:43]1[N:44]=[C:45]([C:55]3([S:58]([CH3:61])(=[O:59])=[O:60])[CH2:56][CH2:57]3)[CH:46]=[C:47]([N:49]3[CH2:54][CH2:53][O:52][CH2:51][CH2:50]3)[N:48]=1)[CH:15]=[CH:14][CH:13]=2. (10) The product is: [CH3:15][NH:16][C:3]([CH2:4][NH:5][C:6](=[O:7])[C:8]1[CH:13]=[CH:12][CH:11]=[N:10][CH:9]=1)=[O:14]. Given the reactants CO[C:3](=[O:14])[CH2:4][NH:5][C:6]([C:8]1[CH:9]=[N:10][CH:11]=[CH:12][CH:13]=1)=[O:7].[CH3:15][NH2:16].[K+].[Br-], predict the reaction product.